Dataset: Forward reaction prediction with 1.9M reactions from USPTO patents (1976-2016). Task: Predict the product of the given reaction. Given the reactants [Mg].Br[C:3]1[CH:4]=[C:5]([CH3:10])[CH:6]=[C:7]([CH3:9])[CH:8]=1.[B:11](OC(C)C)([O:16]C(C)C)[O:12]C(C)C.Cl, predict the reaction product. The product is: [CH3:9][C:7]1[CH:8]=[C:3]([B:11]([OH:16])[OH:12])[CH:4]=[C:5]([CH3:10])[CH:6]=1.